The task is: Regression/Classification. Given a drug SMILES string, predict its absorption, distribution, metabolism, or excretion properties. Task type varies by dataset: regression for continuous measurements (e.g., permeability, clearance, half-life) or binary classification for categorical outcomes (e.g., BBB penetration, CYP inhibition). Dataset: hlm.. This data is from Human liver microsome stability data. The molecule is CCCc1cnc2c(C(F)(F)F)cccc2c1-c1cccc(-c2cccc(S(C)(=O)=O)c2)c1. The result is 0 (unstable in human liver microsomes).